This data is from Forward reaction prediction with 1.9M reactions from USPTO patents (1976-2016). The task is: Predict the product of the given reaction. (1) Given the reactants [CH3:1][N:2]([CH3:7])[S:3](Cl)(=[O:5])=[O:4].[NH2:8][CH2:9][C@@H:10]1[C@@H:15]([C:16]2[CH:21]=[CH:20][CH:19]=[CH:18][C:17]=2[CH3:22])[CH2:14][CH2:13][N:12]([CH2:23][C:24]2[CH:29]=[CH:28][CH:27]=[CH:26][CH:25]=2)[CH2:11]1.[OH-].[Na+], predict the reaction product. The product is: [CH2:23]([N:12]1[CH2:13][CH2:14][C@H:15]([C:16]2[CH:21]=[CH:20][CH:19]=[CH:18][C:17]=2[CH3:22])[C@@H:10]([CH2:9][NH:8][S:3](=[O:5])(=[O:4])[N:2]([CH3:7])[CH3:1])[CH2:11]1)[C:24]1[CH:25]=[CH:26][CH:27]=[CH:28][CH:29]=1. (2) The product is: [C:34]([C:33]1[CH:32]=[C:31]([C:29](=[O:30])[CH2:28][C:27]([NH:1][C:2]2[CH:3]=[C:4]([N:11]3[CH:15]=[C:14]([C:16]4[CH:21]=[CH:20][CH:19]=[CH:18][CH:17]=4)[C:13]([C:22]#[N:23])=[CH:12]3)[CH:5]=[CH:6][C:7]=2[N+:8]([O-:10])=[O:9])=[O:26])[CH:38]=[CH:37][CH:36]=1)#[N:35]. Given the reactants [NH2:1][C:2]1[CH:3]=[C:4]([N:11]2[CH:15]=[C:14]([C:16]3[CH:21]=[CH:20][CH:19]=[CH:18][CH:17]=3)[C:13]([C:22]#[N:23])=[CH:12]2)[CH:5]=[CH:6][C:7]=1[N+:8]([O-:10])=[O:9].CC1(C)[O:30][C:29]([C:31]2[CH:32]=[C:33]([CH:36]=[CH:37][CH:38]=2)[C:34]#[N:35])=[CH:28][C:27](=O)[O:26]1, predict the reaction product. (3) Given the reactants [F:1][C:2]([F:35])([F:34])[C:3]1[CH:4]=[C:5]([C:13]([CH3:33])([CH3:32])[C:14]([N:16]([C:18]2[CH:19]=[N:20][C:21](Cl)=[CH:22][C:23]=2[C:24]2[CH:29]=[CH:28][CH:27]=[CH:26][C:25]=2[Cl:30])[CH3:17])=[O:15])[CH:6]=[C:7]([C:9]([F:12])([F:11])[F:10])[CH:8]=1.[C:36]([NH:39][C@@H:40]1[CH2:44][NH:43][C@H:42]([CH2:45][OH:46])[CH2:41]1)(=[O:38])[CH3:37].CS(C)=O.CC#N, predict the reaction product. The product is: [C:36]([NH:39][C@@H:40]1[CH2:44][N:43]([C:21]2[N:20]=[CH:19][C:18]([N:16]([CH3:17])[C:14](=[O:15])[C:13]([C:5]3[CH:6]=[C:7]([C:9]([F:12])([F:11])[F:10])[CH:8]=[C:3]([C:2]([F:34])([F:1])[F:35])[CH:4]=3)([CH3:33])[CH3:32])=[C:23]([C:24]3[CH:29]=[CH:28][CH:27]=[CH:26][C:25]=3[Cl:30])[CH:22]=2)[C@H:42]([CH2:45][OH:46])[CH2:41]1)(=[O:38])[CH3:37]. (4) Given the reactants C([NH:4][C:5]1[CH:12]=[C:11]([N+:13]([O-:15])=[O:14])[CH:10]=[CH:9][C:6]=1[CH2:7][OH:8])(=O)C.Cl, predict the reaction product. The product is: [NH2:4][C:5]1[CH:12]=[C:11]([N+:13]([O-:15])=[O:14])[CH:10]=[CH:9][C:6]=1[CH2:7][OH:8].